From a dataset of Forward reaction prediction with 1.9M reactions from USPTO patents (1976-2016). Predict the product of the given reaction. (1) Given the reactants C([O:3][C:4](=O)[CH:5]([C:12]1[CH:17]=[CH:16][C:15]([S:18]([C:21]2[NH:22][CH:23]=[CH:24][N:25]=2)(=[O:20])=[O:19])=[CH:14][CH:13]=1)[CH2:6][CH:7]1[CH2:11][CH2:10][CH2:9][CH2:8]1)C.[NH2:27][C:28]1[S:29][CH:30]=[CH:31][N:32]=1.C[O-].[Mg+2].C[O-].CO, predict the reaction product. The product is: [CH:7]1([CH2:6][CH:5]([C:12]2[CH:17]=[CH:16][C:15]([S:18]([C:21]3[NH:22][CH:23]=[CH:24][N:25]=3)(=[O:20])=[O:19])=[CH:14][CH:13]=2)[C:4]([NH:27][C:28]2[S:29][CH:30]=[CH:31][N:32]=2)=[O:3])[CH2:11][CH2:10][CH2:9][CH2:8]1. (2) Given the reactants [C:1]([C:5]1[O:9][N:8]=[C:7]([NH:10][C:11]([NH:13][C:14]2[CH:19]=[CH:18][CH:17]=[C:16]([S:20][C:21]3[C:30]4[C:25](=[CH:26][C:27]([O:33][CH2:34][CH2:35]Cl)=[C:28]([O:31][CH3:32])[CH:29]=4)[N:24]=[CH:23][N:22]=3)[CH:15]=2)=[O:12])[CH:6]=1)([CH3:4])([CH3:3])[CH3:2].[NH:37]1[CH2:42][CH2:41][CH2:40][CH2:39][CH2:38]1.C(N(C(C)C)CC)(C)C, predict the reaction product. The product is: [C:1]([C:5]1[O:9][N:8]=[C:7]([NH:10][C:11]([NH:13][C:14]2[CH:19]=[CH:18][CH:17]=[C:16]([S:20][C:21]3[C:30]4[C:25](=[CH:26][C:27]([O:33][CH2:34][CH2:35][N:37]5[CH2:42][CH2:41][CH2:40][CH2:39][CH2:38]5)=[C:28]([O:31][CH3:32])[CH:29]=4)[N:24]=[CH:23][N:22]=3)[CH:15]=2)=[O:12])[CH:6]=1)([CH3:4])([CH3:3])[CH3:2]. (3) The product is: [CH:37]([S:72]([N:9]1[CH2:10][CH2:12][O:43][CH2:17][CH2:18]1)(=[O:74])=[O:73])=[CH2:40]. Given the reactants C1C2[C:10]3=[CH:12]C4C=CC(C(N)=O)=[CH:17][C:18]=4[N:9]3CC=CC=2C=CC=1.C1C2C3=CC4C=C[C:37]([C:40](O)=O)=CC=4N3CC=CC=2C=CC=1.[OH-:43].[Na+].Cl.C(Cl)(=O)C(Cl)=O.CCN(P1(N(C)CCCN1C)=NC(C)(C)C)CC.CN[S:72](NC)(=[O:74])=[O:73], predict the reaction product. (4) Given the reactants [Cl:1][C:2]1[C:10]2[C:5](=[CH:6][CH:7]=[C:8]([NH2:11])[CH:9]=2)[NH:4][N:3]=1.[Cl:12][C:13]1[CH:18]=[CH:17][C:16]([CH:19]2[CH2:24][C:23](=[O:25])[NH:22][C:21]([CH3:26])=[C:20]2[C:27](O)=[O:28])=[CH:15][C:14]=1[O:30][CH3:31].C(Cl)CCl.CCN(CC)CC, predict the reaction product. The product is: [Cl:1][C:2]1[C:10]2[C:5](=[CH:6][CH:7]=[C:8]([NH:11][C:27]([C:20]3[CH:19]([C:16]4[CH:17]=[CH:18][C:13]([Cl:12])=[C:14]([O:30][CH3:31])[CH:15]=4)[CH2:24][C:23](=[O:25])[NH:22][C:21]=3[CH3:26])=[O:28])[CH:9]=2)[NH:4][N:3]=1. (5) Given the reactants BrC1C=CC2OC3C(=O)NC(C4CCNCC4)=NC=3C=2C=1.BrC1C=CC2OC3C(=O)NC(C4CCN(C(OC(C)(C)C)=O)CC4)=NC=3C=2C=1.[Br:50][C:51]1[CH:52]=[CH:53][C:54]2[O:63][C:62]3[C:61](=[O:64])[NH:60][C:59]([C@@H:65]4[CH2:73][C:72]5[C:67](=[CH:68][CH:69]=[CH:70][CH:71]=5)[N:66]4C(OC(C)(C)C)=O)=[N:58][C:57]=3[C:55]=2[CH:56]=1, predict the reaction product. The product is: [Br:50][C:51]1[CH:52]=[CH:53][C:54]2[O:63][C:62]3[C:61](=[O:64])[NH:60][C:59]([C@@H:65]4[CH2:73][C:72]5[C:67](=[CH:68][CH:69]=[CH:70][CH:71]=5)[NH:66]4)=[N:58][C:57]=3[C:55]=2[CH:56]=1. (6) Given the reactants [NH2:1][C:2]1[C:3]([CH3:29])=[N:4][O:5][C:6]=1[C:7]1[CH:12]=[CH:11][C:10]([C:13]2[CH:18]=[CH:17][C:16]([C:19]3([C:22]([NH:24][S:25]([CH3:28])(=[O:27])=[O:26])=[O:23])[CH2:21][CH2:20]3)=[CH:15][CH:14]=2)=[CH:9][CH:8]=1.Br[C:31]1[CH:36]=[CH:35][CH:34]=[C:33]([C:37]2[CH:42]=[CH:41][CH:40]=[CH:39][CH:38]=2)[N:32]=1.C(=O)([O-])[O-].[K+].[K+].C1C=CC(P(C2C(C3C(P(C4C=CC=CC=4)C4C=CC=CC=4)=CC=C4C=3C=CC=C4)=C3C(C=CC=C3)=CC=2)C2C=CC=CC=2)=CC=1, predict the reaction product. The product is: [CH3:29][C:3]1[C:2]([NH:1][C:31]2[CH:36]=[CH:35][CH:34]=[C:33]([C:37]3[CH:38]=[CH:39][CH:40]=[CH:41][CH:42]=3)[N:32]=2)=[C:6]([C:7]2[CH:8]=[CH:9][C:10]([C:13]3[CH:14]=[CH:15][C:16]([C:19]4([C:22]([NH:24][S:25]([CH3:28])(=[O:27])=[O:26])=[O:23])[CH2:21][CH2:20]4)=[CH:17][CH:18]=3)=[CH:11][CH:12]=2)[O:5][N:4]=1. (7) The product is: [CH3:1][O:2][C:3]1[CH:21]=[CH:20][C:6]([C:7]([C:9]2[C:18](=[O:19])[C:17]3[C:12](=[N:13][CH:14]=[CH:15][CH:16]=3)[N:11]([CH2:24][C:25]3[CH:30]=[CH:29][CH:28]=[C:27]([C:31]([F:33])([F:32])[F:34])[N:26]=3)[CH:10]=2)=[O:8])=[CH:5][C:4]=1[CH3:22]. Given the reactants [CH3:1][O:2][C:3]1[CH:21]=[CH:20][C:6]([C:7]([C:9]2[C:18](=[O:19])[C:17]3[C:12](=[N:13][CH:14]=[CH:15][CH:16]=3)[NH:11][CH:10]=2)=[O:8])=[CH:5][C:4]=1[CH3:22].Br[CH2:24][C:25]1[CH:30]=[CH:29][CH:28]=[C:27]([C:31]([F:34])([F:33])[F:32])[N:26]=1, predict the reaction product. (8) Given the reactants [Br:1][C:2]1[CH:3]=[CH:4][C:5]([OH:23])=[C:6]([C:8]2[CH:13]=[CH:12][CH:11]=[CH:10][C:9]=2[C:14]2[N:19]=[C:18]([C:20]([OH:22])=[O:21])[CH:17]=[CH:16][CH:15]=2)[CH:7]=1.S(=O)(=O)(O)O.[CH3:29]O, predict the reaction product. The product is: [Br:1][C:2]1[CH:3]=[CH:4][C:5]([OH:23])=[C:6]([C:8]2[CH:13]=[CH:12][CH:11]=[CH:10][C:9]=2[C:14]2[N:19]=[C:18]([C:20]([O:22][CH3:29])=[O:21])[CH:17]=[CH:16][CH:15]=2)[CH:7]=1. (9) Given the reactants [CH3:1][C:2]([CH3:24])([CH3:23])[C:3]([NH:5][C:6]1[N:15]=[C:14]([NH:16][C:17](=[O:22])[C:18]([CH3:21])([CH3:20])[CH3:19])[CH:13]=[CH:12][C:7]=1[C:8]([O:10][CH3:11])=[O:9])=[O:4].[Cl:25]N1C(=O)CCC1=O, predict the reaction product. The product is: [Cl:25][C:13]1[C:14]([NH:16][C:17](=[O:22])[C:18]([CH3:21])([CH3:20])[CH3:19])=[N:15][C:6]([NH:5][C:3](=[O:4])[C:2]([CH3:24])([CH3:23])[CH3:1])=[C:7]([CH:12]=1)[C:8]([O:10][CH3:11])=[O:9].